This data is from CYP2D6 inhibition data for predicting drug metabolism from PubChem BioAssay. The task is: Regression/Classification. Given a drug SMILES string, predict its absorption, distribution, metabolism, or excretion properties. Task type varies by dataset: regression for continuous measurements (e.g., permeability, clearance, half-life) or binary classification for categorical outcomes (e.g., BBB penetration, CYP inhibition). Dataset: cyp2d6_veith. (1) The result is 1 (inhibitor). The compound is CCc1ccc2c(c1)N(C[C@H](C)CN(C)C)c1ccccc1S2. (2) The drug is CC(C)CN1CCC2(CC1)CCN(C(=O)c1ccncc1)CC2. The result is 1 (inhibitor). (3) The drug is COC(=O)[C@@]1(Cc2ccc(F)cc2)[C@@H]2C(=CC(=O)[C@H]2CC(=O)C(=O)N(C)C)CN1C(=O)c1ccccc1. The result is 0 (non-inhibitor). (4) The drug is C[C@@H](CCC[C@@H]1SC[C@H]2NC(=O)N[C@@H]21)C(=O)O. The result is 0 (non-inhibitor). (5) The compound is C=CCN1C(=O)CN=C1Nc1ccccc1. The result is 0 (non-inhibitor).